Dataset: Reaction yield outcomes from USPTO patents with 853,638 reactions. Task: Predict the reaction yield, written as a fraction of the theoretical maximum amount of product (1.0 means a 100% yield; for example, 0.34 means a 34% yield). (1) The reactants are I[C:2]1[CH:3]=[C:4]([O:8][CH3:9])[CH:5]=[CH:6][CH:7]=1.[CH:10]([C:13]1[CH:18]=[CH:17][CH:16]=[CH:15][C:14]=1[SH:19])([CH3:12])[CH3:11].C([O-])([O-])=O.[K+].[K+].C(O)CO. The catalyst is [Cu]I.CC(O)C. The product is [CH:10]([C:13]1[CH:18]=[CH:17][CH:16]=[CH:15][C:14]=1[S:19][C:2]1[CH:3]=[C:4]([O:8][CH3:9])[CH:5]=[CH:6][CH:7]=1)([CH3:12])[CH3:11]. The yield is 0.930. (2) The reactants are Cl[C:2]1[NH:3][C:4]([C:12]2[C:17]([F:18])=[CH:16][CH:15]=[CH:14][C:13]=2[F:19])=[CH:5][C:6]=1[C:7]([O:9][CH2:10][CH3:11])=[O:8]. The catalyst is C(O)C.[C].[Pd]. The product is [F:19][C:13]1[CH:14]=[CH:15][CH:16]=[C:17]([F:18])[C:12]=1[C:4]1[NH:3][CH:2]=[C:6]([C:7]([O:9][CH2:10][CH3:11])=[O:8])[CH:5]=1. The yield is 0.240. (3) The reactants are [CH3:1][C:2](=O)[CH2:3][CH2:4][CH2:5][CH2:6][CH3:7].[CH3:9][C:10]1[CH:11]=[CH:12][C:13]([C:16]([CH3:18])=O)=[CH:14][CH:15]=1.C(O[C:22](=[O:26])[CH2:23][C:24]#[N:25])C.[C:27]([O-])(=O)C.[NH4+:31]. The catalyst is CN(C=O)C.CCOC(C)=O. The product is [CH3:1][C:2]1([C:3]2[CH:27]=[CH:7][CH:6]=[CH:5][CH:4]=2)[NH:31][C:22](=[O:26])[C:23]([C:24]#[N:25])=[C:16]([C:13]2[CH:12]=[CH:11][C:10]([CH3:9])=[CH:15][CH:14]=2)[CH2:18]1. The yield is 0.0600. (4) The reactants are [F:1][C:2]1[CH:7]=[CH:6][C:5]([B:8]2[O:12][C:11]([CH3:14])([CH3:13])[C:10]([CH3:16])([CH3:15])[O:9]2)=[CH:4][C:3]=1[NH:17][C:18]([C:20]1[S:24][C:23]2[CH2:25][C:26]([CH3:30])([CH3:29])[C:27](=[O:28])[C:22]=2[CH:21]=1)=[O:19].C(O)C.[BH4-].[Na+]. The catalyst is C(O)(=O)C. The product is [F:1][C:2]1[CH:7]=[CH:6][C:5]([B:8]2[O:12][C:11]([CH3:14])([CH3:13])[C:10]([CH3:15])([CH3:16])[O:9]2)=[CH:4][C:3]=1[NH:17][C:18]([C:20]1[S:24][C:23]2[CH2:25][C:26]([CH3:30])([CH3:29])[CH:27]([OH:28])[C:22]=2[CH:21]=1)=[O:19]. The yield is 1.00. (5) The reactants are [Br:1][C:2]1[N:3]=[CH:4][NH:5][CH:6]=1.[H-].[Na+].[C:9]([O:13][C:14]([N:16]1C(C2C=CC(C#N)=CC=2)O1)=[O:15])([CH3:12])([CH3:11])[CH3:10]. The catalyst is CN(C=O)C. The product is [Br:1][C:2]1[N:3]=[CH:4][N:5]([NH:16][C:14](=[O:15])[O:13][C:9]([CH3:12])([CH3:11])[CH3:10])[CH:6]=1. The yield is 0.570. (6) The reactants are [Br:1][C:2]1[CH:3]=[C:4]([C:17]([NH:20][C:21]2[CH:26]=[CH:25][C:24]([I:27])=[CH:23][C:22]=2[F:28])=[CH:18][N:19]=1)[C:5]([NH:7][O:8][CH2:9][C@H:10]1[CH2:14]OC(C)(C)[O:11]1)=[O:6].FC(F)(F)[C:31](O)=[O:32].CCOC(C)=O. The catalyst is ClCCl. The product is [Br:1][C:2]1[CH:3]=[C:4]([C:17]([NH:20][C:21]2[CH:26]=[CH:25][C:24]([I:27])=[CH:23][C:22]=2[F:28])=[CH:18][N:19]=1)[C:5]([NH:7][O:8][CH2:9][CH:10]([OH:11])[CH2:14][CH2:31][OH:32])=[O:6]. The yield is 0.560. (7) The yield is 0.860. The catalyst is FC(F)(F)C(O)=O.C1(C)C=CC=CC=1. The product is [CH2:1]([O:4][C:5]([O:7][CH2:8][C:9]1[CH:26]=[CH:25][CH:24]=[CH:23][C:10]=1[C:11]([OH:13])=[O:12])=[O:6])[CH:2]=[CH2:3]. The reactants are [CH2:1]([O:4][C:5]([O:7][CH2:8][C:9]1[CH:26]=[CH:25][CH:24]=[CH:23][C:10]=1[C:11]([O:13]CC1C=CC(OC)=CC=1)=[O:12])=[O:6])[CH:2]=[CH2:3].C1(OC)C=CC=CC=1. (8) The reactants are [NH2:1][C:2]1[CH:3]=[N:4][C:5]2[C:10]([C:11]=1[NH:12][CH2:13][C:14]1([OH:20])[CH2:19][CH2:18][CH2:17][CH2:16][CH2:15]1)=[N:9][CH:8]=[CH:7][CH:6]=2.[C:21](OC)(OC)(OC)[CH2:22][CH2:23][CH3:24].Cl.N1C=CC=CC=1. The catalyst is C1(C)C=CC=CC=1. The product is [CH2:22]([C:21]1[N:12]([CH2:13][C:14]2([OH:20])[CH2:19][CH2:18][CH2:17][CH2:16][CH2:15]2)[C:11]2[C:10]3[N:9]=[CH:8][CH:7]=[CH:6][C:5]=3[N:4]=[CH:3][C:2]=2[N:1]=1)[CH2:23][CH3:24]. The yield is 0.700. (9) The reactants are Cl[C:2]1[N:7]=[C:6]([N:8]2[CH2:13][CH2:12][O:11][CH2:10][CH2:9]2)[N:5]=[C:4]([N:14]2[C:18]3[CH:19]=[CH:20][CH:21]=[C:22]([O:23][CH3:24])[C:17]=3[N:16]=[C:15]2[CH:25]([F:27])[F:26])[N:3]=1.[NH2:28][C@H:29]1[CH2:34][CH2:33][CH2:32][N:31]([C:35]([O:37][C:38]([CH3:41])([CH3:40])[CH3:39])=[O:36])[CH2:30]1. No catalyst specified. The product is [F:26][CH:25]([F:27])[C:15]1[N:14]([C:4]2[N:5]=[C:6]([N:8]3[CH2:13][CH2:12][O:11][CH2:10][CH2:9]3)[N:7]=[C:2]([NH:28][C@H:29]3[CH2:34][CH2:33][CH2:32][N:31]([C:35]([O:37][C:38]([CH3:41])([CH3:40])[CH3:39])=[O:36])[CH2:30]3)[N:3]=2)[C:18]2[CH:19]=[CH:20][CH:21]=[C:22]([O:23][CH3:24])[C:17]=2[N:16]=1. The yield is 0.900.